From a dataset of Forward reaction prediction with 1.9M reactions from USPTO patents (1976-2016). Predict the product of the given reaction. Given the reactants [C:1](=O)([O-])[O-].[K+].[K+].[CH:7]1([C:12]2[CH:19]=[CH:18][C:15]([CH2:16]Cl)=[CH:14][C:13]=2[C:20]([F:23])([F:22])[F:21])[CH2:11][CH2:10][CH2:9][CH2:8]1.[C:24]([O:28][C:29]([N:31]1[C:39]2[C:34](=[CH:35][C:36]([OH:40])=[CH:37][CH:38]=2)[CH2:33][CH2:32]1)=[O:30])([CH3:27])([CH3:26])[CH3:25], predict the reaction product. The product is: [C:24]([O:28][C:29]([N:31]1[C:39]2[C:34](=[CH:35][C:36]([O:40][CH2:16][C:15]3[CH:18]=[CH:19][C:12]([CH:7]4[CH2:1][CH2:8][CH2:9][CH2:10][CH2:11]4)=[C:13]([C:20]([F:21])([F:22])[F:23])[CH:14]=3)=[CH:37][CH:38]=2)[CH2:33][CH2:32]1)=[O:30])([CH3:27])([CH3:25])[CH3:26].